This data is from Full USPTO retrosynthesis dataset with 1.9M reactions from patents (1976-2016). The task is: Predict the reactants needed to synthesize the given product. (1) Given the product [F:46][C:31]1[CH:30]=[C:29]([C:27]([N:24]2[CH2:25][CH2:26][N:21]([CH2:20][C:19]3[CH:47]=[CH:48][C:16]([C:7]([OH:6])([C:8]([F:11])([F:9])[F:10])[C:12]([F:13])([F:14])[F:15])=[CH:17][CH:18]=3)[CH2:22][CH2:23]2)=[O:28])[CH:34]=[CH:33][C:32]=1[NH:35][C:36]([NH:38][CH:39]1[CH2:44][CH2:43][S:42](=[O:45])[CH2:41][CH2:40]1)=[O:37], predict the reactants needed to synthesize it. The reactants are: C([Si](C)(C)[O:6][C:7]([C:16]1[CH:48]=[CH:47][C:19]([CH2:20][N:21]2[CH2:26][CH2:25][N:24]([C:27]([C:29]3[CH:34]=[CH:33][C:32]([NH:35][C:36]([NH:38][CH:39]4[CH2:44][CH2:43][S:42](=[O:45])[CH2:41][CH2:40]4)=[O:37])=[C:31]([F:46])[CH:30]=3)=[O:28])[CH2:23][CH2:22]2)=[CH:18][CH:17]=1)([C:12]([F:15])([F:14])[F:13])[C:8]([F:11])([F:10])[F:9])(C)(C)C.[F-].[K+]. (2) The reactants are: [CH:1]1([C:4]2[CH:5]=[N:6][C:7]([NH:17][C:18]3[CH:26]=[CH:25][CH:24]=[C:23]4[C:19]=3[CH:20]=[CH:21][N:22]4[CH:27]([CH3:29])[CH3:28])=[C:8]([CH:16]=2)[C:9]([O:11]C(C)(C)C)=[O:10])[CH2:3][CH2:2]1.[OH-].[Na+]. Given the product [CH:1]1([C:4]2[CH:5]=[N:6][C:7]([NH:17][C:18]3[CH:26]=[CH:25][CH:24]=[C:23]4[C:19]=3[CH:20]=[CH:21][N:22]4[CH:27]([CH3:29])[CH3:28])=[C:8]([CH:16]=2)[C:9]([OH:11])=[O:10])[CH2:2][CH2:3]1, predict the reactants needed to synthesize it. (3) Given the product [Br:1][C:2]1[CH:7]=[C:6]([C:2]2[CH:7]=[CH:6][CH:5]=[CH:4][CH:3]=2)[CH:5]=[CH:4][CH:3]=1, predict the reactants needed to synthesize it. The reactants are: [Br:1][C:2]1[CH:7]=[CH:6][CH:5]=[CH:4][C:3]=1I.B(O)O.C(=O)(O)[O-].[Na+].[OH-].[Na+].